From a dataset of Full USPTO retrosynthesis dataset with 1.9M reactions from patents (1976-2016). Predict the reactants needed to synthesize the given product. Given the product [F:13][C:10]([F:11])([F:12])[C:9]1[C:3]2[CH:4]=[CH:5][C:6]([OH:8])=[CH:7][C:2]=2[O:15][N:14]=1, predict the reactants needed to synthesize it. The reactants are: O[C:2]1[CH:7]=[C:6]([OH:8])[CH:5]=[CH:4][C:3]=1[C:9](=[N:14][OH:15])[C:10]([F:13])([F:12])[F:11].C1(P(C2C=CC=CC=2)C2C=CC=CC=2)C=CC=CC=1.CCOC(/N=N/C(OCC)=O)=O.O.